Predict the product of the given reaction. From a dataset of Forward reaction prediction with 1.9M reactions from USPTO patents (1976-2016). (1) The product is: [Cl:1][C:2]1[CH:3]=[CH:4][CH:5]=[C:6]2[C:11]=1[N:10]=[C:9]([C:12]1[CH:17]=[C:16]([F:18])[CH:15]=[CH:14][C:13]=1[C:19]([F:22])([F:20])[F:21])[C:8]([CH2:23][OH:24])=[CH:7]2. Given the reactants [Cl:1][C:2]1[CH:3]=[CH:4][CH:5]=[C:6]2[C:11]=1[N:10]=[C:9]([C:12]1[CH:17]=[C:16]([F:18])[CH:15]=[CH:14][C:13]=1[C:19]([F:22])([F:21])[F:20])[C:8]([CH:23]=[O:24])=[CH:7]2.O1CCCC1.[BH4-].[Na+], predict the reaction product. (2) Given the reactants [CH3:1][N:2]1[C:7]2[CH:8]=[CH:9][C:10]([CH:12]([C:14]3([C:20]4[CH:25]=[CH:24][CH:23]=[CH:22][CH:21]=4)SCCCS3)[OH:13])=[CH:11][C:6]=2[O:5][CH2:4][CH2:3]1.C([OH:30])(C)(C)C.C(OI1(OC(=O)C)(OC(=O)C)C2C=CC=CC=2C(=O)O1)(=O)C, predict the reaction product. The product is: [CH3:1][N:2]1[C:7]2[CH:8]=[CH:9][C:10]([C:12](=[O:13])[C:14]([C:20]3[CH:25]=[CH:24][CH:23]=[CH:22][CH:21]=3)=[O:30])=[CH:11][C:6]=2[O:5][CH2:4][CH2:3]1. (3) Given the reactants [H-].[Na+].[OH:3][C:4]1[CH:9]=[CH:8][CH:7]=[CH:6][C:5]=1[C:10](=[N:15][O:16][CH3:17])[C:11]([NH:13][CH3:14])=[O:12].[Cl:18][C:19]1[CH:33]=[CH:32][CH:31]=[CH:30][C:20]=1[O:21][C:22]1[C:27]([F:28])=[C:26](F)[N:25]=[CH:24][N:23]=1, predict the reaction product. The product is: [Cl:18][C:19]1[CH:33]=[CH:32][CH:31]=[CH:30][C:20]=1[O:21][C:22]1[N:23]=[CH:24][N:25]=[C:26]([O:3][C:4]2[CH:9]=[CH:8][CH:7]=[CH:6][C:5]=2[C:10](=[N:15][O:16][CH3:17])[C:11]([NH:13][CH3:14])=[O:12])[C:27]=1[F:28]. (4) Given the reactants [C:1]1([C:7]2[CH:16]=[CH:15][CH:14]=[C:13]3[C:8]=2[C:9]([NH:25][CH2:26][C:27]2[CH:32]=[CH:31][CH:30]=[CH:29][N:28]=2)=[N:10][C:11]([C:17]2[CH:18]=[N:19][CH:20]=[C:21]([CH:24]=2)[C:22]#[N:23])=[N:12]3)[CH:6]=[CH:5][CH:4]=[CH:3][CH:2]=1, predict the reaction product. The product is: [NH2:23][CH2:22][C:21]1[CH:24]=[C:17]([C:11]2[N:10]=[C:9]([NH:25][CH2:26][C:27]3[CH:32]=[CH:31][CH:30]=[CH:29][N:28]=3)[C:8]3[C:13](=[CH:14][CH:15]=[CH:16][C:7]=3[C:1]3[CH:6]=[CH:5][CH:4]=[CH:3][CH:2]=3)[N:12]=2)[CH:18]=[N:19][CH:20]=1.